Dataset: Reaction yield outcomes from USPTO patents with 853,638 reactions. Task: Predict the reaction yield, written as a fraction of the theoretical maximum amount of product (1.0 means a 100% yield; for example, 0.34 means a 34% yield). (1) The reactants are [CH3:1][N:2]1[C:6]([C:7]([NH:9][C:10]2[CH:11]=[C:12]([C:16]#[C:17][C:18]3[CH:19]=[C:20]([C:24]([N:26]=[S:27]([C:30]4[CH:35]=[CH:34][C:33]([CH2:36][CH2:37][C:38]([O:40]C)=[O:39])=[CH:32][CH:31]=4)([CH3:29])=[O:28])=[O:25])[CH:21]=[N:22][CH:23]=3)[CH:13]=[CH:14][CH:15]=2)=[O:8])=[CH:5][C:4]([CH3:42])=[N:3]1.[OH-].[Na+].C(O)(=O)C. The catalyst is C1COCC1. The product is [CH3:1][N:2]1[C:6]([C:7]([NH:9][C:10]2[CH:11]=[C:12]([C:16]#[C:17][C:18]3[CH:19]=[C:20]([C:24]([N:26]=[S:27]([C:30]4[CH:35]=[CH:34][C:33]([CH2:36][CH2:37][C:38]([OH:40])=[O:39])=[CH:32][CH:31]=4)([CH3:29])=[O:28])=[O:25])[CH:21]=[N:22][CH:23]=3)[CH:13]=[CH:14][CH:15]=2)=[O:8])=[CH:5][C:4]([CH3:42])=[N:3]1. The yield is 0.710. (2) The reactants are Cl[CH2:2][C:3]1[CH:13]=[CH:12][C:6]2[O:7][C:8]([F:11])([F:10])[O:9][C:5]=2[CH:4]=1.[C-:14]#[N:15].[Na+].O.CC(OC)(C)C. The catalyst is CS(C)=O. The product is [F:10][C:8]1([F:11])[O:7][C:6]2[CH:12]=[CH:13][C:3]([CH2:2][C:14]#[N:15])=[CH:4][C:5]=2[O:9]1. The yield is 0.950. (3) The reactants are [F:1][C:2]1[CH:7]=[CH:6][CH:5]=[CH:4][C:3]=1[C:8]1[N:13]=[CH:12][C:11]([C:14]([OH:16])=O)=[CH:10][N:9]=1.O[N:18]1[C:22]2[CH:23]=[CH:24][CH:25]=[CH:26][C:21]=2N=N1.C1CCC(N=C=NC2CCCCC2)CC1.NC1C=CC=CC=1.C(O)C(N)(CO)CO. The catalyst is CN(C=O)C. The product is [C:22]1([NH:18][C:14]([C:11]2[CH:12]=[N:13][C:8]([C:3]3[CH:4]=[CH:5][CH:6]=[CH:7][C:2]=3[F:1])=[N:9][CH:10]=2)=[O:16])[CH:23]=[CH:24][CH:25]=[CH:26][CH:21]=1. The yield is 0.630. (4) The reactants are C[O:2][C:3]([C:5]1[CH:10]=[CH:9][C:8](=[O:11])[NH:7][C:6]=1[NH:12][C:13]1[CH:18]=[CH:17][C:16]([Br:19])=[CH:15][C:14]=1[F:20])=[O:4].COC(=O)C1C=CC(OC)=NC=1NC1C=CC(Br)=CC=1F.C(O)(=O)C.Br. The catalyst is CCOC(C)=O. The product is [Br:19][C:16]1[CH:17]=[CH:18][C:13]([NH:12][C:6]2[NH:7][C:8](=[O:11])[CH:9]=[CH:10][C:5]=2[C:3]([OH:4])=[O:2])=[C:14]([F:20])[CH:15]=1. The yield is 0.790. (5) The reactants are [CH3:1][C:2]1([CH3:15])[O:14][C:6]2=[C:7]([CH3:13])[N:8]=[CH:9][C:10]([CH2:11][NH2:12])=[C:5]2[CH2:4][O:3]1.[C:16]([C:18]1[CH:19]=[C:20]([CH:24]=[CH:25][CH:26]=1)[C:21](O)=[O:22])#[N:17].Cl.CN(C)CCCN=C=NCC. The catalyst is CN(C)C=O. The product is [C:16]([C:18]1[CH:19]=[C:20]([CH:24]=[CH:25][CH:26]=1)[C:21]([NH:12][CH2:11][C:10]1[CH:9]=[N:8][C:7]([CH3:13])=[C:6]2[O:14][C:2]([CH3:15])([CH3:1])[O:3][CH2:4][C:5]=12)=[O:22])#[N:17]. The yield is 0.490. (6) The reactants are [C:1]([C:5]1[CH:10]=[C:9]([O:11][CH3:12])[CH:8]=[CH:7][C:6]=1[OH:13])([CH3:4])([CH3:3])[CH3:2].[C:14]([C:18]1C=C(O)C=C[C:23]=1[O:24]C)(C)(C)C.C(=O)([O-])[O-].[K+].[K+].C(Br)C=C.C(OCC=C)C=C.C1(C)C=C(C)C=C(C)C=1.C(C1C(C(F)(F)F)=CC=C(Cl)C=1O)C=C.C(C1C=C(OC)C=C(C(C)(C)C)C=1O)C=C.C(C1C=C(OC)C(C(C)(C)C)=CC=1O)C=C.C1(O)C=CC=CC=1.ClC1C=C(C=CC=1)C(OO)=O.ClC1C2OC(CO)CC=2C(C(F)(F)F)=CC=1. No catalyst specified. The product is [C:1]([C:5]1[C:6]2[O:13][CH:18]([CH2:23][OH:24])[CH2:14][C:7]=2[CH:8]=[C:9]([O:11][CH3:12])[CH:10]=1)([CH3:4])([CH3:2])[CH3:3]. The yield is 0.140.